This data is from Peptide-MHC class I binding affinity with 185,985 pairs from IEDB/IMGT. The task is: Regression. Given a peptide amino acid sequence and an MHC pseudo amino acid sequence, predict their binding affinity value. This is MHC class I binding data. The peptide sequence is IFIRTIYYH. The MHC is HLA-A02:19 with pseudo-sequence HLA-A02:19. The binding affinity (normalized) is 0.0847.